Dataset: Full USPTO retrosynthesis dataset with 1.9M reactions from patents (1976-2016). Task: Predict the reactants needed to synthesize the given product. The reactants are: [C:1]([OH:13])(=[O:12])[CH2:2][C:3]([CH2:8][C:9]([OH:11])=[O:10])([C:5]([OH:7])=[O:6])[OH:4].[NH2:14][C:15]1[C:20]2[C:21]([C:24]3[CH:29]=[CH:28][C:27]([NH:30][C:31]([NH:33][C:34]4[CH:39]=[CH:38][CH:37]=[C:36]([F:40])[CH:35]=4)=[O:32])=[CH:26][CH:25]=3)=[CH:22][S:23][C:19]=2[C:18]([C:41]2[CH:42]=[N:43][N:44]([CH2:46][CH2:47][OH:48])[CH:45]=2)=[CH:17][N:16]=1.O. Given the product [NH2:14][C:15]1[C:20]2[C:21]([C:24]3[CH:25]=[CH:26][C:27]([NH:30][C:31]([NH:33][C:34]4[CH:39]=[CH:38][CH:37]=[C:36]([F:40])[CH:35]=4)=[O:32])=[CH:28][CH:29]=3)=[CH:22][S:23][C:19]=2[C:18]([C:41]2[CH:42]=[N:43][N:44]([CH2:46][CH2:47][OH:48])[CH:45]=2)=[CH:17][N:16]=1.[C:1]([OH:13])(=[O:12])[CH2:2][C:3]([CH2:8][C:9]([OH:11])=[O:10])([C:5]([OH:7])=[O:6])[OH:4], predict the reactants needed to synthesize it.